This data is from Forward reaction prediction with 1.9M reactions from USPTO patents (1976-2016). The task is: Predict the product of the given reaction. (1) Given the reactants [Cl:1][C:2]1[N:7]=[C:6]([CH:8](O)[CH3:9])[CH:5]=[CH:4][CH:3]=1.S(Cl)([Cl:13])=O.C(=O)([O-])O.[Na+], predict the reaction product. The product is: [Cl:1][C:2]1[CH:3]=[CH:4][CH:5]=[C:6]([CH:8]([Cl:13])[CH3:9])[N:7]=1. (2) Given the reactants Cl[C:2]1[CH:3]=[CH:4][C:5]2[O:14][CH2:13][CH2:12][C:11]3[CH:10]=[C:9]([C:15]4[N:16]([C:20]5[CH:25]=[CH:24][C:23]([F:26])=[CH:22][C:21]=5[F:27])[N:17]=[CH:18][N:19]=4)[S:8][C:7]=3[C:6]=2[N:28]=1.[CH:29]([N:32]1[CH2:37][CH2:36][NH:35][CH2:34][CH2:33]1)([CH3:31])[CH3:30].CC(C1C=C(C(C)C)C(C2C=CC=CC=2P(C2CCCCC2)C2CCCCC2)=C(C(C)C)C=1)C.CC(C)([O-])C, predict the reaction product. The product is: [F:27][C:21]1[CH:22]=[C:23]([F:26])[CH:24]=[CH:25][C:20]=1[N:16]1[C:15]([C:9]2[S:8][C:7]3[C:6]4[N:28]=[C:2]([N:35]5[CH2:36][CH2:37][N:32]([CH:29]([CH3:31])[CH3:30])[CH2:33][CH2:34]5)[CH:3]=[CH:4][C:5]=4[O:14][CH2:13][CH2:12][C:11]=3[CH:10]=2)=[N:19][CH:18]=[N:17]1. (3) Given the reactants C(OC([N:8]1[CH2:12][CH2:11][C@H:10]([C@@H:13]([OH:17])[CH2:14][S:15][CH3:16])[CH2:9]1)=O)(C)(C)C.[H-].[Na+].[Cl:20][C:21]1[CH:22]=[CH:23][C:24](F)=[C:25]([CH3:27])[CH:26]=1.CCO, predict the reaction product. The product is: [Cl:20][C:21]1[CH:22]=[CH:23][C:24]([O:17][C@H:13]([C@H:10]2[CH2:11][CH2:12][NH:8][CH2:9]2)[CH2:14][S:15][CH3:16])=[C:25]([CH3:27])[CH:26]=1.